From a dataset of Reaction yield outcomes from USPTO patents with 853,638 reactions. Predict the reaction yield, written as a fraction of the theoretical maximum amount of product (1.0 means a 100% yield; for example, 0.34 means a 34% yield). (1) The reactants are BrC1C=CC(O)=C(C2C=[CH:16][C:15]3[C:10](=[CH:11][CH:12]=[C:13]([C:18]4[N:22]([CH:23]5[CH2:28][CH2:27][CH2:26][CH2:25][CH2:24]5)[C:21]5[CH:29]=[CH:30][C:31]([C:33]([OH:35])=[O:34])=[CH:32][C:20]=5[N:19]=4)[CH:14]=3)[N:9]=2)C=1.[CH2:37]([O:44][C:45]1[CH:50]=[CH:49][C:48]([C:51](=O)[CH3:52])=[C:47]([OH:54])[C:46]=1[CH3:55])[C:38]1[CH:43]=[CH:42][CH:41]=[CH:40][CH:39]=1.[OH-].[K+]. The catalyst is C(O)C. The product is [CH2:37]([O:44][C:45]1[CH:50]=[CH:49][C:48]([C:51]2[CH:52]=[CH:16][C:15]3[C:10](=[CH:11][CH:12]=[C:13]([C:18]4[N:22]([CH:23]5[CH2:24][CH2:25][CH2:26][CH2:27][CH2:28]5)[C:21]5[CH:29]=[CH:30][C:31]([C:33]([OH:35])=[O:34])=[CH:32][C:20]=5[N:19]=4)[CH:14]=3)[N:9]=2)=[C:47]([OH:54])[C:46]=1[CH3:55])[C:38]1[CH:43]=[CH:42][CH:41]=[CH:40][CH:39]=1. The yield is 0.100. (2) The catalyst is CN(C)C=O. The yield is 0.930. The product is [CH3:1][NH:2][C:4]1[CH:13]=[CH:12][C:7]([C:8]([O:10][CH3:11])=[O:9])=[CH:6][C:5]=1[N+:14]([O-:16])=[O:15]. The reactants are [CH3:1][NH2:2].Cl[C:4]1[CH:13]=[CH:12][C:7]([C:8]([O:10][CH3:11])=[O:9])=[CH:6][C:5]=1[N+:14]([O-:16])=[O:15]. (3) The catalyst is CN(C=O)C. The yield is 0.900. The reactants are F[C:2]1[CH:3]=[C:4]([OH:11])[CH:5]=[CH:6][C:7]=1[N+:8]([O-:10])=[O:9].[CH3:12][S-:13].[Na+].C(=O)([O-])[O-].[K+].[K+].O. The product is [CH3:12][S:13][C:2]1[CH:3]=[C:4]([OH:11])[CH:5]=[CH:6][C:7]=1[N+:8]([O-:10])=[O:9]. (4) The reactants are C[O:2][C:3]1[CH:16]=[C:15]([CH2:17][CH2:18][CH3:19])[CH:14]=[CH:13][C:4]=1[O:5][C:6]1[N:11]=[C:10]([NH2:12])[CH:9]=[CH:8][CH:7]=1. The catalyst is C1CCCCC1.ClCCl. The product is [NH2:12][C:10]1[N:11]=[C:6]([O:5][C:4]2[CH:13]=[CH:14][C:15]([CH2:17][CH2:18][CH3:19])=[CH:16][C:3]=2[OH:2])[CH:7]=[CH:8][CH:9]=1. The yield is 0.0400. (5) The reactants are [O:1]1[CH:5]=[CH:4][CH:3]=[C:2]1[C:6](=[O:55])[C:7]([NH:9][C:10]1[CH:15]=[CH:14][CH:13]=[C:12]([C:16]2[C:24]3[C:19](=[CH:20][CH:21]=[C:22]([C:25]4[N:29]=[CH:28][N:27](C(C5C=CC=CC=5)(C5C=CC=CC=5)C5C=CC=CC=5)[N:26]=4)[CH:23]=3)[N:18](C3CCCCO3)[N:17]=2)[CH:11]=1)=[O:8]. The catalyst is Cl.O1CCOCC1. The product is [NH:27]1[CH:28]=[N:29][C:25]([C:22]2[CH:23]=[C:24]3[C:19](=[CH:20][CH:21]=2)[NH:18][N:17]=[C:16]3[C:12]2[CH:11]=[C:10]([NH:9][C:7](=[O:8])[C:6]([C:2]3[O:1][CH:5]=[CH:4][CH:3]=3)=[O:55])[CH:15]=[CH:14][CH:13]=2)=[N:26]1. The yield is 0.0500.